From a dataset of Reaction yield outcomes from USPTO patents with 853,638 reactions. Predict the reaction yield, written as a fraction of the theoretical maximum amount of product (1.0 means a 100% yield; for example, 0.34 means a 34% yield). The reactants are [C:1]([O:4][C@H:5]1[C@H:10]([O:11][C:12](=[O:14])[CH3:13])[C@@H:9]([CH2:15][O:16][C:17](=[O:19])[CH3:18])[O:8][C@@H:7]([O:20][C@@H:21]2[C@H:30]([O:31][CH2:32][C:33]3[CH:38]=[CH:37][CH:36]=[CH:35][CH:34]=3)[C@@H:29]([O:39][CH2:40][C:41]3[CH:46]=[CH:45][CH:44]=[CH:43][CH:42]=3)[C@H:28]([CH3:47])[O:27][C@H:22]2[O:23]CC=C)[C@@H:6]1[NH:48][C:49](=[O:54])[C:50]([Cl:53])([Cl:52])[Cl:51])(=[O:3])[CH3:2]. The catalyst is O1CCCC1. The product is [C:1]([O:4][C@H:5]1[C@H:10]([O:11][C:12](=[O:14])[CH3:13])[C@@H:9]([CH2:15][O:16][C:17](=[O:19])[CH3:18])[O:8][C@@H:7]([O:20][C@@H:21]2[C@H:30]([O:31][CH2:32][C:33]3[CH:38]=[CH:37][CH:36]=[CH:35][CH:34]=3)[C@@H:29]([O:39][CH2:40][C:41]3[CH:42]=[CH:43][CH:44]=[CH:45][CH:46]=3)[C@H:28]([CH3:47])[O:27][C@H:22]2[OH:23])[C@@H:6]1[NH:48][C:49](=[O:54])[C:50]([Cl:53])([Cl:52])[Cl:51])(=[O:3])[CH3:2]. The yield is 0.810.